Dataset: Forward reaction prediction with 1.9M reactions from USPTO patents (1976-2016). Task: Predict the product of the given reaction. (1) Given the reactants [C:1]([O-:4])(=O)[CH3:2].[Na+].[CH2:6]1[C:11](=O)N(Br)[C:8](=O)[CH2:7]1, predict the reaction product. The product is: [CH2:8]([CH2:2][CH:1]=[O:4])[CH2:7][C:6]1[CH:11]=[CH:8][CH:7]=[CH:6][CH:11]=1. (2) Given the reactants [F:1][C:2]1[CH:7]=[CH:6][C:5]([C:8]2[CH:13]=[CH:12][CH:11]=[C:10]([F:14])[CH:9]=2)=[CH:4][C:3]=1[CH2:15][NH:16][C:17]1[CH:18]=[C:19]([OH:23])[CH:20]=[CH:21][CH:22]=1.CC([O-])(C)C.[K+].Br[CH2:31][C:32]([O:34][CH2:35][CH3:36])=[O:33], predict the reaction product. The product is: [F:1][C:2]1[CH:7]=[CH:6][C:5]([C:8]2[CH:13]=[CH:12][CH:11]=[C:10]([F:14])[CH:9]=2)=[CH:4][C:3]=1[CH2:15][NH:16][C:17]1[CH:18]=[C:19]([CH:20]=[CH:21][CH:22]=1)[O:23][CH2:31][C:32]([O:34][CH2:35][CH3:36])=[O:33].